The task is: Predict the reaction yield, written as a fraction of the theoretical maximum amount of product (1.0 means a 100% yield; for example, 0.34 means a 34% yield).. This data is from Reaction yield outcomes from USPTO patents with 853,638 reactions. (1) The reactants are [Br:1][C:2]1[CH:3]=[C:4]([CH:6]=[CH:7][CH:8]=1)[NH2:5].[CH3:9][C:10]([CH3:12])=O. No catalyst specified. The product is [Br:1][C:2]1[CH:3]=[C:4]([CH:6]=[CH:7][CH:8]=1)[NH:5][CH:10]([CH3:12])[CH3:9]. The yield is 0.960. (2) The reactants are [NH2:1][C:2]1[CH:7]=[CH:6][CH:5]=[CH:4][CH:3]=1.Br[C:9]1[N:13]([C@H:14]2[O:26][C@@H:25]([CH2:27][O:28]C(=O)C)[C@H:20]([O:21]C(=O)C)[C@@H:15]2[O:16]C(=O)C)[C:12]2[CH:32]=[C:33]([Cl:37])[C:34]([Cl:36])=[CH:35][C:11]=2[N:10]=1.C(O)C. The catalyst is ClCCl. The product is [NH:1]([C:9]1[N:13]([C@H:14]2[O:26][C@@H:25]([CH2:27][OH:28])[C@H:20]([OH:21])[C@@H:15]2[OH:16])[C:12]2[CH:32]=[C:33]([Cl:37])[C:34]([Cl:36])=[CH:35][C:11]=2[N:10]=1)[C:2]1[CH:7]=[CH:6][CH:5]=[CH:4][CH:3]=1. The yield is 0.0500. (3) The reactants are Cl[CH2:2][C:3]([C:5]1[CH:13]=[C:12]2[C:8]([CH:9]=[CH:10][N:11]2C(=O)C(C)(C)C)=[CH:7][CH:6]=1)=O.C([O-])(O)=O.[Na+].[CH3:25][NH:26][CH3:27].[H-].[H-].[H-].[H-].[Li+].[Al+3]. The catalyst is C1COCC1.O. The product is [CH3:25][N:26]([CH2:2][CH2:3][C:5]1[CH:13]=[C:12]2[C:8]([CH:9]=[CH:10][NH:11]2)=[CH:7][CH:6]=1)[CH3:27]. The yield is 0.870.